From a dataset of Experimental lipophilicity measurements (octanol/water distribution) for 4,200 compounds from AstraZeneca. Regression/Classification. Given a drug SMILES string, predict its absorption, distribution, metabolism, or excretion properties. Task type varies by dataset: regression for continuous measurements (e.g., permeability, clearance, half-life) or binary classification for categorical outcomes (e.g., BBB penetration, CYP inhibition). For this dataset (lipophilicity_astrazeneca), we predict Y. (1) The drug is NC(=O)N1c2ccccc2CC(=O)c2ccccc21. The Y is 1.28 logD. (2) The drug is COc1cc2nnc(C(N)=O)c(Nc3cccc(Cl)c3F)c2cc1N1CCN(C)CC1. The Y is 2.35 logD. (3) The Y is 3.60 logD. The molecule is COc1cc(Nc2ncnc3cccc(O[C@H](C)C(=O)N4CCOCC4)c23)ccc1Oc1ccc(C)nc1.